From a dataset of Forward reaction prediction with 1.9M reactions from USPTO patents (1976-2016). Predict the product of the given reaction. Given the reactants C[O:2][C:3]([C@H:5]1[CH2:10][CH2:9][C@H:8]([O:11][C:12]2[CH:17]=[CH:16][CH:15]=[CH:14][N:13]=2)[CH2:7][CH2:6]1)=O.O.[NH2:19][NH2:20], predict the reaction product. The product is: [N:13]1[CH:14]=[CH:15][CH:16]=[CH:17][C:12]=1[O:11][C@H:8]1[CH2:9][CH2:10][C@H:5]([C:3]([NH:19][NH2:20])=[O:2])[CH2:6][CH2:7]1.